This data is from Reaction yield outcomes from USPTO patents with 853,638 reactions. The task is: Predict the reaction yield, written as a fraction of the theoretical maximum amount of product (1.0 means a 100% yield; for example, 0.34 means a 34% yield). (1) The reactants are [CH3:1][C:2]1([CH3:43])[N:6]([CH2:7][CH2:8][CH2:9][CH2:10][CH2:11][CH2:12][CH2:13][CH2:14][CH2:15][S:16]([CH2:18][CH2:19][CH2:20][C:21]([F:27])([F:26])[C:22]([F:25])([F:24])[F:23])=[O:17])[C:5](=[O:28])[N:4]([C:29]2[CH:34]=[CH:33][C:32]([N+:35]([O-:37])=[O:36])=[C:31](C(F)(F)F)[CH:30]=2)[C:3]1=[O:42].CC1(C)N(CCCCCCCCCSCCCC(F)(F)[C:64]([F:67])([F:66])[F:65])C(=O)N(C2C=CC([N+]([O-])=O)=C([C:64]([F:67])([F:66])[F:65])C=2)C1=O. No catalyst specified. The product is [CH3:43][C:2]1([CH3:1])[N:6]([CH2:7][CH2:8][CH2:9][CH2:10][CH2:11][CH2:12][CH2:13][CH2:14][CH2:15][S:16]([CH2:18][CH2:19][CH2:20][C:21]([F:26])([F:27])[C:22]([F:23])([F:25])[F:24])=[O:17])[C:5](=[O:28])[N:4]([C:29]2[CH:34]=[CH:33][C:32]([N+:35]([O-:37])=[O:36])=[CH:31][C:30]=2[C:64]([F:67])([F:66])[F:65])[C:3]1=[O:42]. The yield is 0.850. (2) The reactants are [CH3:1][C:2]1[CH:7]=[C:6]([C:8]2[N:12](C3CCCCO3)[CH:11]=[N:10][N:9]=2)[CH:5]=[CH:4][C:3]=1[C:19]1[N:24]=[C:23]2[NH:25][C:26](=[O:29])[CH2:27][NH:28][C:22]2=[N:21][CH:20]=1.CC1C=C(C2N(C3CCCCO3)C=NN=2)C=CC=1B1OC(C)(C)C(C)(C)O1.FC(F)(F)C(O)=O.BrC1N=C2NC(=O)CNC2=NC=1.[Cl:76]CCl.C(=O)([O-])[O-].[Na+].[Na+]. The catalyst is C1C=CC(P(C2C=CC=CC=2)[C-]2C=CC=C2)=CC=1.C1C=CC(P(C2C=CC=CC=2)[C-]2C=CC=C2)=CC=1.Cl[Pd]Cl.[Fe+2].C(O)(C)C.O1CCOCC1. The product is [ClH:76].[CH3:1][C:2]1[CH:7]=[C:6]([C:8]2[NH:12][CH:11]=[N:10][N:9]=2)[CH:5]=[CH:4][C:3]=1[C:19]1[N:24]=[C:23]2[NH:25][C:26](=[O:29])[CH2:27][NH:28][C:22]2=[N:21][CH:20]=1. The yield is 0.150. (3) The reactants are [Br:1]Br.[I:3][C:4]1[CH:9]=[CH:8][C:7]([C:10](=[O:12])[CH3:11])=[CH:6][CH:5]=1. The catalyst is C(O)(=O)C. The product is [Br:1][CH2:11][C:10]([C:7]1[CH:8]=[CH:9][C:4]([I:3])=[CH:5][CH:6]=1)=[O:12]. The yield is 0.910.